Dataset: Full USPTO retrosynthesis dataset with 1.9M reactions from patents (1976-2016). Task: Predict the reactants needed to synthesize the given product. Given the product [NH2:1][C:4]1[CH:5]=[C:6]([C:10]2[O:14][C:13]([C:15]([O:17][CH3:18])=[O:16])=[CH:12][CH:11]=2)[CH:7]=[CH:8][CH:9]=1, predict the reactants needed to synthesize it. The reactants are: [N+:1]([C:4]1[CH:5]=[C:6]([C:10]2[O:14][C:13]([C:15]([O:17][CH3:18])=[O:16])=[CH:12][CH:11]=2)[CH:7]=[CH:8][CH:9]=1)([O-])=O.